Task: Predict the reactants needed to synthesize the given product.. Dataset: Full USPTO retrosynthesis dataset with 1.9M reactions from patents (1976-2016) (1) Given the product [CH3:6][O:5][C:3](=[O:4])[CH2:2][C:7](=[O:8])[CH2:9][S:18][C:14]1[CH:15]=[CH:16][CH:17]=[C:12]([O:11][CH3:10])[CH:13]=1, predict the reactants needed to synthesize it. The reactants are: Cl[CH:2]([C:7]([CH3:9])=[O:8])[C:3]([O:5][CH3:6])=[O:4].[CH3:10][O:11][C:12]1[CH:13]=[C:14]([SH:18])[CH:15]=[CH:16][CH:17]=1.C(=O)([O-])[O-].[Cs+].[Cs+]. (2) Given the product [CH3:20][C:19]([NH:24][C:5]1[C:6](=[O:18])[C:7](=[O:17])[C:8]=1[C:9]1[CH:10]=[CH:11][C:12]([O:15][CH3:16])=[CH:13][CH:14]=1)([CH3:21])[CH2:22][CH3:23], predict the reactants needed to synthesize it. The reactants are: C(O[C:5]1[C:6](=[O:18])[C:7](=[O:17])[C:8]=1[C:9]1[CH:14]=[CH:13][C:12]([O:15][CH3:16])=[CH:11][CH:10]=1)(C)C.[C:19]([NH2:24])([CH2:22][CH3:23])([CH3:21])[CH3:20]. (3) Given the product [C:63](=[N:61][C@:26]1([CH:25]2[NH:30][C:31](=[O:32])[C@H:33]3[N:37]([CH2:36][C@H:35]([O:38][C:39]([N:41]4[CH2:49][C:48]5[C:43](=[CH:44][CH:45]=[CH:46][C:47]=5[F:50])[CH2:42]4)=[O:40])[CH2:34]3)[C:1](=[O:3])[CH2:4][CH2:5][CH2:6][CH2:7][CH2:8][CH2:9][CH2:10][CH2:11][NH:12][C:13]3[C:14](=[CH:15][CH:16]=[CH:17][CH:18]=3)[S:19](=[O:20])(=[O:21])[NH:22][C:23]2=[O:24])[CH2:27][C@H:28]1[CH:29]=[CH2:51])=[O:67], predict the reactants needed to synthesize it. The reactants are: [C:1]([CH2:4][CH2:5][CH2:6][CH2:7][CH2:8][CH2:9][CH2:10][CH2:11][NH:12][C:13]1[CH:18]=[CH:17][CH:16]=[CH:15][C:14]=1[S:19]([NH:22][C:23]([C@@:25]1([NH:30][C:31]([C@H:33]2[NH:37][CH2:36][C@H:35]([O:38][C:39]([N:41]3[CH2:49][C:48]4[C:43](=[CH:44][CH:45]=[CH:46][C:47]=4[F:50])[CH2:42]3)=[O:40])[CH2:34]2)=[O:32])[CH2:27][C@H:26]1[CH:28]=[CH2:29])=[O:24])(=[O:21])=[O:20])([OH:3])=O.[CH3:51]CN(C(C)C)C(C)C.C[N:61]([C:63]([O:67]N1N=NC2C=CC=NC1=2)=[N+](C)C)C.F[P-](F)(F)(F)(F)F. (4) Given the product [Cl:1][C:2]1[CH:7]=[CH:6][C:5]([O:8][C:14]2[N:15]([C:25]3[CH:26]=[CH:27][C:28]([O:31][CH2:32][C:33]([F:39])([F:38])[C:34]([F:35])([F:37])[F:36])=[CH:29][CH:30]=3)[C:16](=[O:24])[C:17]3[CH2:22][C:21](=[O:23])[NH:20][C:18]=3[N:19]=2)=[CH:4][CH:3]=1, predict the reactants needed to synthesize it. The reactants are: [Cl:1][C:2]1[CH:7]=[CH:6][C:5]([OH:8])=[CH:4][CH:3]=1.[H-].[Na+].CS([C:14]1[N:15]([C:25]2[CH:30]=[CH:29][C:28]([O:31][CH2:32][C:33]([F:39])([F:38])[C:34]([F:37])([F:36])[F:35])=[CH:27][CH:26]=2)[C:16](=[O:24])[C:17]2[CH2:22][C:21](=[O:23])[NH:20][C:18]=2[N:19]=1)=O.C(O)(=O)CC(CC(O)=O)(C(O)=O)O. (5) Given the product [F:1][C:2]1[CH:3]=[C:4]([CH:16]=[CH:17][C:18]=1[F:19])[CH2:5][C:6]1[O:10][N:9]=[C:8]([C:11]([OH:13])=[O:12])[CH:7]=1, predict the reactants needed to synthesize it. The reactants are: [F:1][C:2]1[CH:3]=[C:4]([CH:16]=[CH:17][C:18]=1[F:19])[CH2:5][C:6]1[O:10][N:9]=[C:8]([C:11]([O:13]CC)=[O:12])[CH:7]=1.C(O)C.[OH-].[Na+]. (6) Given the product [CH3:19][N:20]([CH2:2][C:3]1[O:4][C:5]([C:8]2[CH:13]=[CH:12][C:11]([NH2:14])=[C:10]([O:17][CH3:18])[CH:9]=2)=[N:6][N:7]=1)[CH3:21], predict the reactants needed to synthesize it. The reactants are: Cl[CH2:2][C:3]1[O:4][C:5]([C:8]2[CH:13]=[CH:12][C:11]([N+:14]([O-])=O)=[C:10]([O:17][CH3:18])[CH:9]=2)=[N:6][N:7]=1.[CH3:19][NH:20][CH3:21].C([O-])(O)=O.[Na+]. (7) Given the product [CH:1]1([C:7]2[CH:20]=[CH:19][C:10]([O:11][CH2:12][C@H:13]3[O:17][C:16]4=[N:18][C:44](=[O:45])[CH:43]=[C:42]([O:41][CH2:39][CH3:40])[N:15]4[CH2:14]3)=[CH:9][CH:8]=2)[CH2:2][CH2:3][CH2:4][CH2:5][CH2:6]1, predict the reactants needed to synthesize it. The reactants are: [CH:1]1([C:7]2[CH:20]=[CH:19][C:10]([O:11][CH2:12][C@H:13]3[O:17][C:16]([NH2:18])=[N:15][CH2:14]3)=[CH:9][CH:8]=2)[CH2:6][CH2:5][CH2:4][CH2:3][CH2:2]1.C1O[C@H]1CCl.C1(C2C=CC(O)=CC=2)CCCCC1.[CH2:39]([O:41][C:42](=O)[C:43]#[C:44][O:45]CC)[CH3:40].C(OC#C)C.ClC(OCC)=O.